From a dataset of CYP2C9 inhibition data for predicting drug metabolism from PubChem BioAssay. Regression/Classification. Given a drug SMILES string, predict its absorption, distribution, metabolism, or excretion properties. Task type varies by dataset: regression for continuous measurements (e.g., permeability, clearance, half-life) or binary classification for categorical outcomes (e.g., BBB penetration, CYP inhibition). Dataset: cyp2c9_veith. (1) The compound is COCCCNC(=O)CN(c1ccc(OC)cc1)S(=O)(=O)c1ccc(NC(C)=O)cc1. The result is 1 (inhibitor). (2) The molecule is Cc1noc(C)c1C(=O)N1CCC2(CCCN(c3ccncc3)C2)CC1. The result is 0 (non-inhibitor). (3) The result is 0 (non-inhibitor). The compound is C/C(=N\OC(=O)c1ccc(F)cc1)c1nccs1. (4) The compound is CC(C)(C)NC[C@H](O)c1cc(Cl)c(N)c(Cl)c1. The result is 0 (non-inhibitor). (5) The molecule is CCOC(=O)Cn1nc(C)c2c1CCCC2=O. The result is 0 (non-inhibitor). (6) The drug is COc1cccc(/C=N/NC(=O)C(=O)NCc2cccnc2)c1. The result is 1 (inhibitor).